This data is from Reaction yield outcomes from USPTO patents with 853,638 reactions. The task is: Predict the reaction yield, written as a fraction of the theoretical maximum amount of product (1.0 means a 100% yield; for example, 0.34 means a 34% yield). The reactants are [OH:1][C:2]1[CH:12]=[CH:11][C:5]([CH:6]=[CH:7][C:8]([OH:10])=[O:9])=[CH:4][CH:3]=1. The catalyst is CCOC(C)=O.[Pd]. The product is [OH:1][C:2]1[CH:3]=[CH:4][C:5]([CH2:6][CH2:7][C:8]([OH:10])=[O:9])=[CH:11][CH:12]=1. The yield is 0.990.